Dataset: Forward reaction prediction with 1.9M reactions from USPTO patents (1976-2016). Task: Predict the product of the given reaction. Given the reactants [C:1]([C:5]1[CH:6]=[C:7]([CH:10]=[C:11]([C:13]([CH3:16])([CH3:15])[CH3:14])[CH:12]=1)[C:8]#[N:9])([CH3:4])([CH3:3])[CH3:2].[H-].[Al+3].[Li+].[H-].[H-].[H-], predict the reaction product. The product is: [C:13]([C:11]1[CH:10]=[C:7]([CH:6]=[C:5]([C:1]([CH3:4])([CH3:3])[CH3:2])[CH:12]=1)[CH2:8][NH2:9])([CH3:16])([CH3:15])[CH3:14].